The task is: Predict the product of the given reaction.. This data is from Forward reaction prediction with 1.9M reactions from USPTO patents (1976-2016). (1) Given the reactants [Cl:1][C:2]1[CH:3]=[C:4]([CH:8]=[CH:9][C:10]=1[CH:11]([CH3:25])[C:12]([C:18]1[CH:23]=[CH:22][N:21]=[C:20]([Cl:24])[CH:19]=1)([OH:17])[C:13]([F:16])([F:15])[F:14])[C:5]([OH:7])=O.[CH2:26]([O:28][C:29]([CH:31]1[CH2:36][CH2:35][NH:34][CH2:33][CH2:32]1)=[O:30])[CH3:27].CN(C(ON1N=NC2C=CC=CC1=2)=[N+](C)C)C.F[P-](F)(F)(F)(F)F, predict the reaction product. The product is: [CH2:26]([O:28][C:29]([CH:31]1[CH2:36][CH2:35][N:34]([C:5](=[O:7])[C:4]2[CH:8]=[CH:9][C:10]([CH:11]([CH3:25])[C:12]([C:18]3[CH:23]=[CH:22][N:21]=[C:20]([Cl:24])[CH:19]=3)([OH:17])[C:13]([F:14])([F:16])[F:15])=[C:2]([Cl:1])[CH:3]=2)[CH2:33][CH2:32]1)=[O:30])[CH3:27]. (2) Given the reactants C(OC([N:8]1[CH2:12][CH2:11][CH2:10][CH:9]1[C:13]1[CH:17]=[C:16]([C:18]2[CH:23]=[CH:22][CH:21]=[C:20]([Cl:24])[CH:19]=2)[O:15][N:14]=1)=O)(C)(C)C.FC(F)(F)C(O)=O, predict the reaction product. The product is: [Cl:24][C:20]1[CH:19]=[C:18]([C:16]2[O:15][N:14]=[C:13]([CH:9]3[CH2:10][CH2:11][CH2:12][NH:8]3)[CH:17]=2)[CH:23]=[CH:22][CH:21]=1. (3) Given the reactants [F:1][C:2]([F:34])([F:33])[C:3]1[CH:4]=[C:5]([CH:26]=[C:27]([C:29]([F:32])([F:31])[F:30])[CH:28]=1)[C:6]([N:8]1[CH2:25][CH2:24][C:11]2([N:15]([C:16]3[CH:21]=[CH:20][CH:19]=[CH:18][C:17]=3[CH3:22])[C:14](=[O:23])[NH:13][CH2:12]2)[CH2:10][CH2:9]1)=[O:7].[CH:35]1([CH2:38]Br)[CH2:37][CH2:36]1, predict the reaction product. The product is: [F:34][C:2]([F:1])([F:33])[C:3]1[CH:4]=[C:5]([CH:26]=[C:27]([C:29]([F:32])([F:31])[F:30])[CH:28]=1)[C:6]([N:8]1[CH2:25][CH2:24][C:11]2([N:15]([C:16]3[CH:21]=[CH:20][CH:19]=[CH:18][C:17]=3[CH3:22])[C:14](=[O:23])[N:13]([CH2:38][CH:35]3[CH2:37][CH2:36]3)[CH2:12]2)[CH2:10][CH2:9]1)=[O:7]. (4) The product is: [CH2:1]([C:3]1[C:8]([CH2:9][NH2:10])=[CH:7][N:6]=[CH:5][N:4]=1)[CH3:2]. Given the reactants [CH2:1]([C:3]1[C:8]([C:9]#[N:10])=[CH:7][N:6]=[CH:5][N:4]=1)[CH3:2].[OH-].[NH4+], predict the reaction product.